This data is from Catalyst prediction with 721,799 reactions and 888 catalyst types from USPTO. The task is: Predict which catalyst facilitates the given reaction. Reactant: [O:1]=[C:2]([N:21]1[CH2:26][CH2:25][N:24]([C:27](=[O:38])[C:28]2[CH:33]=[CH:32][CH:31]=[CH:30][C:29]=2[C:34]([F:37])([F:36])[F:35])[CH2:23][CH2:22]1)[CH2:3][NH:4][C:5]([C:7]1[CH:11]=[C:10](C2C=CC=CC=2[N+]([O-])=O)[O:9][N:8]=1)=[O:6]. Product: [O:1]=[C:2]([N:21]1[CH2:26][CH2:25][N:24]([C:27](=[O:38])[C:28]2[CH:33]=[CH:32][CH:31]=[CH:30][C:29]=2[C:34]([F:35])([F:37])[F:36])[CH2:23][CH2:22]1)[CH2:3][NH:4][C:5]([C:7]1[CH:11]=[CH:10][O:9][N:8]=1)=[O:6]. The catalyst class is: 19.